This data is from Merck oncology drug combination screen with 23,052 pairs across 39 cell lines. The task is: Regression. Given two drug SMILES strings and cell line genomic features, predict the synergy score measuring deviation from expected non-interaction effect. (1) Drug 1: CN1C(=O)C=CC2(C)C3CCC4(C)C(NC(=O)OCC(F)(F)F)CCC4C3CCC12. Drug 2: Cc1nc(Nc2ncc(C(=O)Nc3c(C)cccc3Cl)s2)cc(N2CCN(CCO)CC2)n1. Cell line: RKO. Synergy scores: synergy=-26.6. (2) Drug 1: CN1C(=O)C=CC2(C)C3CCC4(C)C(NC(=O)OCC(F)(F)F)CCC4C3CCC12. Drug 2: CC(=O)OC1C(=O)C2(C)C(O)CC3OCC3(OC(C)=O)C2C(OC(=O)c2ccccc2)C2(O)CC(OC(=O)C(O)C(NC(=O)c3ccccc3)c3ccccc3)C(C)=C1C2(C)C. Cell line: SKMEL30. Synergy scores: synergy=19.7. (3) Drug 1: Nc1ccn(C2OC(CO)C(O)C2(F)F)c(=O)n1. Drug 2: C#Cc1cccc(Nc2ncnc3cc(OCCOC)c(OCCOC)cc23)c1. Cell line: RPMI7951. Synergy scores: synergy=-9.94. (4) Drug 1: N#Cc1ccc(Cn2cncc2CN2CCN(c3cccc(Cl)c3)C(=O)C2)cc1. Drug 2: O=C(CCCCCCC(=O)Nc1ccccc1)NO. Cell line: A2058. Synergy scores: synergy=9.32. (5) Drug 1: CC(=O)OC1C(=O)C2(C)C(O)CC3OCC3(OC(C)=O)C2C(OC(=O)c2ccccc2)C2(O)CC(OC(=O)C(O)C(NC(=O)c3ccccc3)c3ccccc3)C(C)=C1C2(C)C. Drug 2: O=C(CCCCCCC(=O)Nc1ccccc1)NO. Cell line: RKO. Synergy scores: synergy=6.76. (6) Drug 1: C=CCn1c(=O)c2cnc(Nc3ccc(N4CCN(C)CC4)cc3)nc2n1-c1cccc(C(C)(C)O)n1. Drug 2: O=C(O)C1(Cc2cccc(Nc3nccs3)n2)CCC(Oc2cccc(Cl)c2F)CC1. Cell line: OVCAR3. Synergy scores: synergy=6.79.